This data is from Full USPTO retrosynthesis dataset with 1.9M reactions from patents (1976-2016). The task is: Predict the reactants needed to synthesize the given product. (1) The reactants are: Cl.[F:2][C@@:3]12[C@:16]3([CH3:17])[C:11](=[CH:12][C:13](=[O:18])[CH:14]=[CH:15]3)[C@@H:10]([F:19])[CH2:9][C@H:8]1[C@@H:7]1[CH2:20][C@@H:21]3[C@:25]([C:26](=[O:30])[CH2:27][S:28][CH3:29])([C@@:6]1([CH3:31])[CH2:5][C@@H:4]2[OH:32])[CH2:24][NH:23][CH2:22]3.[Cl:33][C:34]1[CH:35]=[C:36]([CH:39]=[CH:40][CH:41]=1)[CH2:37]Br. Given the product [Cl:33][C:34]1[CH:35]=[C:36]([CH:39]=[CH:40][CH:41]=1)[CH2:37][N:23]1[CH2:24][C@:25]2([C:26](=[O:30])[CH2:27][S:28][CH3:29])[C@@H:21]([CH2:20][C@H:7]3[C@H:8]4[C@@:3]([F:2])([C@:16]5([CH3:17])[C:11]([C@@H:10]([F:19])[CH2:9]4)=[CH:12][C:13](=[O:18])[CH:14]=[CH:15]5)[C@@H:4]([OH:32])[CH2:5][C@@:6]32[CH3:31])[CH2:22]1, predict the reactants needed to synthesize it. (2) The reactants are: [CH2:1]([O:3][C:4]([C:6]1([CH3:27])[CH2:11][CH2:10][N:9]([C:12]2[CH2:26][C:15]3([CH2:18][N:17]([C:19](OC(C)(C)C)=O)[CH2:16]3)[O:14][N:13]=2)[CH2:8][CH2:7]1)=[O:5])[CH3:2].[CH:28]1([C:31]2[C:36]([C:37]3[CH:42]=[CH:41][C:40]([F:43])=[CH:39][CH:38]=3)=[CH:35][C:34](C=O)=[C:33]([O:46][CH3:47])[CH:32]=2)[CH2:30][CH2:29]1. Given the product [CH:28]1([C:31]2[C:36]([C:37]3[CH:42]=[CH:41][C:40]([F:43])=[CH:39][CH:38]=3)=[CH:35][C:34]([CH2:19][N:17]3[CH2:18][C:15]4([CH2:26][C:12]([N:9]5[CH2:10][CH2:11][C:6]([CH3:27])([C:4]([O:3][CH2:1][CH3:2])=[O:5])[CH2:7][CH2:8]5)=[N:13][O:14]4)[CH2:16]3)=[C:33]([O:46][CH3:47])[CH:32]=2)[CH2:30][CH2:29]1, predict the reactants needed to synthesize it. (3) Given the product [CH3:18][N:19]([CH2:2][C:3]1[N:4]=[C:5]([NH:8][C:9](=[O:11])[CH3:10])[S:6][CH:7]=1)[CH3:20], predict the reactants needed to synthesize it. The reactants are: Cl[CH2:2][C:3]1[N:4]=[C:5]([NH:8][C:9](=[O:11])[CH3:10])[S:6][CH:7]=1.C([O-])([O-])=O.[Na+].[Na+].[CH3:18][NH:19][CH3:20]. (4) Given the product [CH2:29]([O:31][C:32]([C:34]1([C:37]2[CH:42]=[CH:41][C:40]([C:2]3[CH:3]=[CH:4][C:5]([C:8]4[O:12][N:11]=[C:10]([CH3:13])[C:9]=4[C@H:14]([C:16]4[N:17]=[N:18][N:19]([CH2:21][C:22]5[CH:27]=[CH:26][CH:25]=[CH:24][C:23]=5[Cl:28])[CH:20]=4)[OH:15])=[CH:6][CH:7]=3)=[CH:39][CH:38]=2)[CH2:35][CH2:36]1)=[O:33])[CH3:30], predict the reactants needed to synthesize it. The reactants are: Br[C:2]1[CH:7]=[CH:6][C:5]([C:8]2[O:12][N:11]=[C:10]([CH3:13])[C:9]=2[C@H:14]([C:16]2[N:17]=[N:18][N:19]([CH2:21][C:22]3[CH:27]=[CH:26][CH:25]=[CH:24][C:23]=3[Cl:28])[CH:20]=2)[OH:15])=[CH:4][CH:3]=1.[CH2:29]([O:31][C:32]([C:34]1([C:37]2[CH:42]=[CH:41][C:40](B3OC(C)(C)C(C)(C)O3)=[CH:39][CH:38]=2)[CH2:36][CH2:35]1)=[O:33])[CH3:30].